This data is from Forward reaction prediction with 1.9M reactions from USPTO patents (1976-2016). The task is: Predict the product of the given reaction. (1) Given the reactants [Cl:1][C:2]1[CH:7]=[CH:6][C:5]([CH2:8][CH:9]([NH:24]C(=O)OCC=C)[C:10](=[O:23])[N:11]([CH2:15][CH:16]([O:20][CH2:21][CH3:22])[O:17][CH2:18][CH3:19])[CH:12]([CH3:14])[CH3:13])=[CH:4][CH:3]=1.CC1(C)C(=O)NC(=O)NC1=O, predict the reaction product. The product is: [NH2:24][CH:9]([CH2:8][C:5]1[CH:4]=[CH:3][C:2]([Cl:1])=[CH:7][CH:6]=1)[C:10]([N:11]([CH2:15][CH:16]([O:20][CH2:21][CH3:22])[O:17][CH2:18][CH3:19])[CH:12]([CH3:14])[CH3:13])=[O:23]. (2) Given the reactants Cl[C:2]1[N:7]=[C:6]([C:8]2[CH:13]=[CH:12][CH:11]=[CH:10][CH:9]=2)[N:5]=[C:4]([C:14]([OH:16])=[O:15])[CH:3]=1.[S:17]1[CH:21]=[CH:20][C:19](B(O)O)=[CH:18]1, predict the reaction product. The product is: [C:8]1([C:6]2[N:5]=[C:4]([C:14]([OH:16])=[O:15])[CH:3]=[C:2]([C:19]3[CH:20]=[CH:21][S:17][CH:18]=3)[N:7]=2)[CH:13]=[CH:12][CH:11]=[CH:10][CH:9]=1.